Dataset: Forward reaction prediction with 1.9M reactions from USPTO patents (1976-2016). Task: Predict the product of the given reaction. (1) Given the reactants C(O[C:9]([N:11]([CH2:13][C:14]1[C:22]2[C:17](=[CH:18][CH:19]=[CH:20][CH:21]=2)[N:16]([CH:23](C)[CH3:24])[CH:15]=1)C)=O)C1C=CC=CC=1.C(OC(N(CC1C2C(=CC=CC=2)N(CC2C=CC=CC=2)C=1)C)=O)C1C=CC=CC=1, predict the reaction product. The product is: [CH2:23]([N:16]1[C:17]2[C:22](=[CH:21][CH:20]=[CH:19][CH:18]=2)[C:14]([CH2:13][NH:11][CH3:9])=[CH:15]1)[CH3:24]. (2) Given the reactants Cl[C:2]1[C:11]([CH2:12][C:13]([F:16])([F:15])[F:14])=[C:10]([Cl:17])[C:9]2[C:4](=[CH:5][CH:6]=[C:7]([C:18]([C:26]3[C:27]([CH3:33])=[N:28][C:29]([CH3:32])=[CH:30][CH:31]=3)([C:20]3[N:24]([CH3:25])[N:23]=[N:22][CH:21]=3)[OH:19])[CH:8]=2)[N:3]=1.C1(C)C=CC=CC=1.[CH3:41][O-:42].[Na+], predict the reaction product. The product is: [Cl:17][C:10]1[C:9]2[C:4](=[CH:5][CH:6]=[C:7]([C:18]([C:26]3[C:27]([CH3:33])=[N:28][C:29]([CH3:32])=[CH:30][CH:31]=3)([C:20]3[N:24]([CH3:25])[N:23]=[N:22][CH:21]=3)[OH:19])[CH:8]=2)[N:3]=[C:2]([O:42][CH3:41])[C:11]=1[CH2:12][C:13]([F:16])([F:15])[F:14]. (3) The product is: [Cl:1][C:2]1[NH:6][C:5]2[CH:7]=[CH:8][C:9]([NH2:11])=[CH:10][C:4]=2[N:3]=1. Given the reactants [Cl:1][C:2]1[NH:6][C:5]2[CH:7]=[CH:8][C:9]([N+:11]([O-])=O)=[CH:10][C:4]=2[N:3]=1.C(O)C.O.[Cl-].[NH4+], predict the reaction product. (4) Given the reactants [N:1]1[CH:6]=[CH:5][CH:4]=[C:3]([CH2:7][N:8]2[C:16]3[C:11](=[CH:12][C:13]([OH:17])=[CH:14][CH:15]=3)[C:10]([CH3:19])([CH3:18])[CH2:9]2)[CH:2]=1.[CH:20]1([CH2:26][N:27]=[C:28]=[O:29])[CH2:25][CH2:24][CH2:23][CH2:22][CH2:21]1, predict the reaction product. The product is: [CH:20]1([CH2:26][NH:27][C:28](=[O:29])[O:17][C:13]2[CH:12]=[C:11]3[C:16](=[CH:15][CH:14]=2)[N:8]([CH2:7][C:3]2[CH:2]=[N:1][CH:6]=[CH:5][CH:4]=2)[CH2:9][C:10]3([CH3:19])[CH3:18])[CH2:25][CH2:24][CH2:23][CH2:22][CH2:21]1.